Dataset: Reaction yield outcomes from USPTO patents with 853,638 reactions. Task: Predict the reaction yield, written as a fraction of the theoretical maximum amount of product (1.0 means a 100% yield; for example, 0.34 means a 34% yield). The reactants are [CH3:1][N:2]1[C:6]2=[N:7][CH:8]=[C:9]([N+:12]([O-])=O)[C:10]([CH3:11])=[C:5]2[C:4]([C:15]2[CH:16]3[CH2:22][CH2:21][CH:19]([CH:20]=2)[N:18]([C:23]([O:25][C:26]([CH3:29])([CH3:28])[CH3:27])=[O:24])[CH2:17]3)=[CH:3]1.C([O-])=O.[NH4+]. The catalyst is C(O)C.O.[OH-].[OH-].[Pd+2]. The product is [NH2:12][C:9]1[C:10]([CH3:11])=[C:5]2[C:4]([CH:15]3[CH2:20][CH:19]4[CH2:21][CH2:22][CH:16]3[CH2:17][N:18]4[C:23]([O:25][C:26]([CH3:27])([CH3:28])[CH3:29])=[O:24])=[CH:3][N:2]([CH3:1])[C:6]2=[N:7][CH:8]=1. The yield is 0.900.